The task is: Predict the reactants needed to synthesize the given product.. This data is from Retrosynthesis with 50K atom-mapped reactions and 10 reaction types from USPTO. (1) Given the product CCOC(=O)COc1ccc(SCc2cc(C#Cc3ccccc3)cc(OCC(C)C)c2)cc1C, predict the reactants needed to synthesize it. The reactants are: C#Cc1ccccc1.CCOC(=O)COc1ccc(SCc2cc(Br)cc(OCC(C)C)c2)cc1C. (2) The reactants are: COc1cc(N)ccn1.O=C(Cl)c1cc(C(F)(F)F)ccc1F. Given the product COc1cc(NC(=O)c2cc(C(F)(F)F)ccc2F)ccn1, predict the reactants needed to synthesize it. (3) Given the product O=C(N[C@H]1CN2CCC1CC2)c1ccc(-c2ccncc2)s1, predict the reactants needed to synthesize it. The reactants are: O=C(N[C@H]1CN2CCC1CC2)c1ccc(Br)s1.OB(O)c1ccncc1. (4) Given the product CCc1cc(=O)c2cc(F)ccc2[nH]1, predict the reactants needed to synthesize it. The reactants are: CCC(=O)CC(=O)OC.Nc1ccc(F)cc1. (5) Given the product CCn1cc(C(=O)O)c(=O)c2cc(F)c(N3CCNC(c4ccc(Cl)s4)C3)cc21, predict the reactants needed to synthesize it. The reactants are: CCn1cc(C(=O)O)c(=O)c2cc(F)c(Cl)cc21.Clc1ccc(C2CNCCN2)s1. (6) Given the product CNC(=O)c1c(-c2ccc(F)cc2)oc2ccc(-c3cc(C(=O)NC4(c5nccc(C)n5)CC4)ccc3C)cc12, predict the reactants needed to synthesize it. The reactants are: CNC(=O)c1c(-c2ccc(F)cc2)oc2ccc(-c3cc(C(=O)O)ccc3C)cc12.Cc1ccnc(C2(N)CC2)n1. (7) Given the product COc1cc(OCC(O)CN2CCC(Oc3ccc(Cl)cc3)CC2)c(NC(C)=O)cc1Cl, predict the reactants needed to synthesize it. The reactants are: CC(=O)Cl.COc1cc(OCC(O)CN2CCC(Oc3ccc(Cl)cc3)CC2)c(N)cc1Cl. (8) Given the product Nc1ccn2nc(-c3cccnc3)nc2c1, predict the reactants needed to synthesize it. The reactants are: CC(C)(C)OC(=O)Nc1ccn2nc(-c3cccnc3)nc2c1.